This data is from Forward reaction prediction with 1.9M reactions from USPTO patents (1976-2016). The task is: Predict the product of the given reaction. (1) Given the reactants Cl[C:2]1[C:3]2[N:4]([C:8]([CH2:14][C:15]3[CH:34]=[CH:33][C:18]4/[C:19](=[C:29](/[CH3:32])\[C:30]#[N:31])/[C:20]5[CH:27]=[CH:26][C:25]([F:28])=[CH:24][C:21]=5[O:22][CH2:23][C:17]=4[CH:16]=3)=[C:9]([CH:11]3[CH2:13][CH2:12]3)[N:10]=2)[CH:5]=[CH:6][N:7]=1.[CH3:35][NH:36][CH3:37].C1COCC1.O, predict the reaction product. The product is: [CH:11]1([C:9]2[N:10]=[C:3]3[C:2]([N:36]([CH3:37])[CH3:35])=[N:7][CH:6]=[CH:5][N:4]3[C:8]=2[CH2:14][C:15]2[CH:34]=[CH:33][C:18]3/[C:19](=[C:29](/[CH3:32])\[C:30]#[N:31])/[C:20]4[CH:27]=[CH:26][C:25]([F:28])=[CH:24][C:21]=4[O:22][CH2:23][C:17]=3[CH:16]=2)[CH2:12][CH2:13]1. (2) Given the reactants [C:1]1([C:7]2[CH:8]=[C:9]3[N:15]=[C:14]([CH2:16][CH2:17][CH:18]4[N:24]=[C:23]([NH2:25])[CH2:22][CH2:21][CH2:20][CH2:19]4)[NH:13][C:10]3=[N:11][CH:12]=2)[CH:6]=[CH:5][CH:4]=[CH:3][CH:2]=1.[CH3:26][N:27]([CH3:56])[S:28](C1C=CC(C2C=C3N=C(CCC4CCCCC(=S)N4)NC3=NC=2)=CC=1)(=[O:30])=[O:29].N, predict the reaction product. The product is: [NH2:25][C:23]1[CH2:22][CH2:21][CH2:20][CH2:19][CH:18]([CH2:17][CH2:16][C:14]2[NH:13][C:10]3=[N:11][CH:12]=[C:7]([C:1]4[CH:2]=[CH:3][C:4]([S:28]([N:27]([CH3:56])[CH3:26])(=[O:30])=[O:29])=[CH:5][CH:6]=4)[CH:8]=[C:9]3[N:15]=2)[N:24]=1. (3) Given the reactants [CH3:1][C:2]1[C:3]([CH2:9][N:10]([CH2:16][C:17]2[C:22]([CH:23]([CH3:25])[CH3:24])=[CH:21][CH:20]=[CH:19][N:18]=2)[CH2:11][CH2:12][CH2:13][CH2:14][NH2:15])=[N:4][CH:5]=[C:6]([CH3:8])[CH:7]=1.Cl[CH2:27][CH2:28][N:29]=[C:30]=[O:31].[H-].[Na+], predict the reaction product. The product is: [CH3:1][C:2]1[C:3]([CH2:9][N:10]([CH2:16][C:17]2[C:22]([CH:23]([CH3:25])[CH3:24])=[CH:21][CH:20]=[CH:19][N:18]=2)[CH2:11][CH2:12][CH2:13][CH2:14][N:15]2[CH2:27][CH2:28][NH:29][C:30]2=[O:31])=[N:4][CH:5]=[C:6]([CH3:8])[CH:7]=1. (4) Given the reactants [F:1][C:2]1([F:32])[CH2:7][CH2:6][N:5]([C:8]([C:10]2[NH:11][C:12]3[C:17]([CH:18]=2)=[CH:16][C:15]([C:19]([N:21]2[CH2:25][CH2:24][CH2:23][C@H:22]2[CH2:26][N:27]2[CH2:31][CH2:30][CH2:29][CH2:28]2)=[O:20])=[CH:14][CH:13]=3)=[O:9])[CH2:4][CH2:3]1.[H-].[Na+].[CH3:35][O:36][CH2:37][CH2:38]Br, predict the reaction product. The product is: [F:32][C:2]1([F:1])[CH2:7][CH2:6][N:5]([C:8]([C:10]2[N:11]([CH2:38][CH2:37][O:36][CH3:35])[C:12]3[C:17]([CH:18]=2)=[CH:16][C:15]([C:19]([N:21]2[CH2:25][CH2:24][CH2:23][C@H:22]2[CH2:26][N:27]2[CH2:31][CH2:30][CH2:29][CH2:28]2)=[O:20])=[CH:14][CH:13]=3)=[O:9])[CH2:4][CH2:3]1. (5) Given the reactants [CH3:1][O:2][C:3]1[C:21]([O:22][CH3:23])=[C:20]([O:24][CH3:25])[CH:19]=[CH:18][C:4]=1[C:5]([NH:7][CH2:8][CH2:9][N:10]1[CH:14]=[C:13]([C:15]([OH:17])=O)[N:12]=[N:11]1)=[O:6].[B:26]1([C@@H:39]([NH2:47])[CH2:40][C:41]2[CH:46]=[CH:45][CH:44]=[CH:43][CH:42]=2)[O:34][C@:33]2([CH3:35])[C@@H:28]([CH2:29][C@H:30]3[C:36]([CH3:38])([CH3:37])[C@@H:32]2[CH2:31]3)[O:27]1.Cl.C(N(CC)C(C)C)(C)C.CN(C(ON1N=NC2C=CC=NC1=2)=[N+](C)C)C.F[P-](F)(F)(F)(F)F, predict the reaction product. The product is: [C:41]1([CH2:40][C@H:39]([NH:47][C:15]([C:13]2[N:12]=[N:11][N:10]([CH2:9][CH2:8][NH:7][C:5](=[O:6])[C:4]3[CH:18]=[CH:19][C:20]([O:24][CH3:25])=[C:21]([O:22][CH3:23])[C:3]=3[O:2][CH3:1])[CH:14]=2)=[O:17])[B:26]2[O:27][C@H:28]3[C@:33]([CH3:35])([C@H:32]4[CH2:31][C@@H:30]([CH2:29]3)[C:36]4([CH3:37])[CH3:38])[O:34]2)[CH:46]=[CH:45][CH:44]=[CH:43][CH:42]=1. (6) Given the reactants [Br:1][C:2]1[C:3]([CH:16]([F:18])[F:17])=[CH:4][C:5]([N+:13]([O-:15])=[O:14])=[C:6]([N:8]([CH3:12])[CH2:9][CH2:10]O)[CH:7]=1.N1C=CC=CC=1.S(Cl)([Cl:27])=O, predict the reaction product. The product is: [Br:1][C:2]1[C:3]([CH:16]([F:18])[F:17])=[CH:4][C:5]([N+:13]([O-:15])=[O:14])=[C:6]([CH:7]=1)[N:8]([CH2:9][CH2:10][Cl:27])[CH3:12]. (7) Given the reactants [O:1]=[C:2]1[NH:7][C:6]2[CH:8]=[C:9]([C:12]([OH:14])=O)[CH:10]=[CH:11][C:5]=2[S:4][CH2:3]1.[CH3:15][O:16][C:17]1[CH:26]=[C:25]2[C:20]([N:21]=[CH:22][C:23]([S:27][CH2:28][CH2:29][N:30]3[CH2:35][CH2:34][CH:33]([NH:36][CH3:37])[CH2:32][CH2:31]3)=[N:24]2)=[CH:19][CH:18]=1.C(N(CC)CC)C, predict the reaction product. The product is: [CH3:15][O:16][C:17]1[CH:26]=[C:25]2[C:20]([N:21]=[CH:22][C:23]([S:27][CH2:28][CH2:29][N:30]3[CH2:31][CH2:32][CH:33]([N:36]([CH3:37])[C:12]([C:9]4[CH:10]=[CH:11][C:5]5[S:4][CH2:3][C:2](=[O:1])[NH:7][C:6]=5[CH:8]=4)=[O:14])[CH2:34][CH2:35]3)=[N:24]2)=[CH:19][CH:18]=1. (8) Given the reactants [CH2:1]([O:8][C:9](=[O:37])[C@@H:10]([NH:29][C:30]([O:32][C:33]([CH3:36])([CH3:35])[CH3:34])=[O:31])[CH2:11][CH2:12][C:13](=O)[NH:14][C:15]1[CH:20]=[CH:19][CH:18]=[CH:17][C:16]=1[NH:21][C:22]1[CH:27]=[CH:26][CH:25]=[CH:24][CH:23]=1)[C:2]1[CH:7]=[CH:6][CH:5]=[CH:4][CH:3]=1, predict the reaction product. The product is: [CH2:1]([O:8][C:9](=[O:37])[C@@H:10]([NH:29][C:30]([O:32][C:33]([CH3:36])([CH3:35])[CH3:34])=[O:31])[CH2:11][CH2:12][C:13]1[N:21]([C:22]2[CH:27]=[CH:26][CH:25]=[CH:24][CH:23]=2)[C:16]2[CH:17]=[CH:18][CH:19]=[CH:20][C:15]=2[N:14]=1)[C:2]1[CH:7]=[CH:6][CH:5]=[CH:4][CH:3]=1. (9) Given the reactants [NH2:1][C:2]1[CH:18]=[CH:17][CH:16]=[C:15]([N+:19]([O-])=O)[C:3]=1[C:4]([N:6]1[CH2:10][CH2:9][CH2:8][C@:7]1([CH3:14])[C:11]([OH:13])=[O:12])=[O:5].[H][H], predict the reaction product. The product is: [NH2:1][C:2]1[CH:18]=[CH:17][CH:16]=[C:15]([NH2:19])[C:3]=1[C:4]([N:6]1[CH2:10][CH2:9][CH2:8][C@:7]1([CH3:14])[C:11]([OH:13])=[O:12])=[O:5].